From a dataset of Forward reaction prediction with 1.9M reactions from USPTO patents (1976-2016). Predict the product of the given reaction. (1) Given the reactants [C:1]1([C:7]2[CH:19]=[CH:18][C:17]([C:20]([NH2:22])=[O:21])=[C:16]3[C:8]=2[C:9]2[CH2:10][CH2:11][CH:12]([C:23]([NH:25][CH:26]4[CH2:31][CH2:30][O:29][CH2:28][CH2:27]4)=[O:24])[CH2:13][C:14]=2[NH:15]3)[CH2:6][CH2:5][CH2:4][CH2:3][CH:2]=1, predict the reaction product. The product is: [CH:1]1([C:7]2[CH:19]=[CH:18][C:17]([C:20]([NH2:22])=[O:21])=[C:16]3[C:8]=2[C:9]2[CH2:10][CH2:11][CH:12]([C:23]([NH:25][CH:26]4[CH2:27][CH2:28][O:29][CH2:30][CH2:31]4)=[O:24])[CH2:13][C:14]=2[NH:15]3)[CH2:2][CH2:3][CH2:4][CH2:5][CH2:6]1. (2) Given the reactants [CH3:1][NH:2][C:3]([C:5]1[CH:10]=[CH:9][C:8](B(O)O)=[CH:7][CH:6]=1)=[O:4].I[C:15]1[N:20]=[C:19]([NH2:21])[N:18]=[C:17]([NH:22][CH3:23])[CH:16]=1, predict the reaction product. The product is: [NH2:21][C:19]1[N:20]=[C:15]([C:8]2[CH:9]=[CH:10][C:5]([C:3]([NH:2][CH3:1])=[O:4])=[CH:6][CH:7]=2)[CH:16]=[C:17]([NH:22][CH3:23])[N:18]=1. (3) Given the reactants F[C:2]1[N:7]=[C:6]([O:8][CH3:9])[C:5]([C:10]2[C:19]3[C:14](=[CH:15][C:16]([S:20]([NH:23][C:24]4[CH:29]=[CH:28][N:27]=[CH:26][N:25]=4)(=[O:22])=[O:21])=[CH:17][CH:18]=3)[CH:13]=[CH:12][N:11]=2)=[CH:4][CH:3]=1.FC1C(C2C3C(=CC(S(NC4C=CN=CN=4)(=O)=O)=CC=3)C=CN=2)=CC=C(OC)N=1.C([O-])([O-])=O.[K+].[K+].[CH2:65]([NH:69][CH2:70][CH:71]([CH3:73])[CH3:72])[CH:66]([CH3:68])[CH3:67], predict the reaction product. The product is: [CH2:65]([N:69]([CH2:70][CH:71]([CH3:73])[CH3:72])[C:2]1[N:7]=[C:6]([O:8][CH3:9])[C:5]([C:10]2[C:19]3[C:14](=[CH:15][C:16]([S:20]([NH:23][C:24]4[CH:29]=[CH:28][N:27]=[CH:26][N:25]=4)(=[O:22])=[O:21])=[CH:17][CH:18]=3)[CH:13]=[CH:12][N:11]=2)=[CH:4][CH:3]=1)[CH:66]([CH3:68])[CH3:67]. (4) Given the reactants [Cl:1][C:2]1[CH:11]=[CH:10][C:5]([O:6][CH2:7][C:8]#[N:9])=[CH:4][CH:3]=1.C[O-].[Na+].Cl.Cl.[NH2:17][C:18]1[C:23](N)=[CH:22][CH:21]=[CH:20][C:19]=1[OH:25], predict the reaction product. The product is: [OH:25][C:19]1[C:18]2[NH:17][C:8]([CH2:7][O:6][C:5]3[CH:10]=[CH:11][C:2]([Cl:1])=[CH:3][CH:4]=3)=[N:9][C:23]=2[CH:22]=[CH:21][CH:20]=1. (5) Given the reactants [F:1][C:2]1[CH:3]=[C:4]([CH:29]=[CH:30][CH:31]=1)[CH2:5][N:6]1[C:11](=[O:12])[CH:10]=[CH:9][C:8]([CH2:13][C:14]2[C:22]3[C:17](=[CH:18][CH:19]=[CH:20][CH:21]=3)[N:16]([CH2:23][C:24]([O:26]C)=[O:25])[C:15]=2[CH3:28])=[CH:7]1.O.[OH-].[Li+], predict the reaction product. The product is: [F:1][C:2]1[CH:3]=[C:4]([CH:29]=[CH:30][CH:31]=1)[CH2:5][N:6]1[C:11](=[O:12])[CH:10]=[CH:9][C:8]([CH2:13][C:14]2[C:22]3[C:17](=[CH:18][CH:19]=[CH:20][CH:21]=3)[N:16]([CH2:23][C:24]([OH:26])=[O:25])[C:15]=2[CH3:28])=[CH:7]1. (6) Given the reactants C1(C2C(O[C@@H]3CCCN(CC4C=CC(Cl)=C(Cl)C=4)C3)=CC(F)=C(C=2)C(O)=O)CC1.[Cl:30][C:31]1[CH:58]=[C:57]([F:59])[CH:56]=[CH:55][C:32]=1[CH2:33][N:34]1[C@@H:39]([CH3:40])[CH2:38][CH2:37][C@@H:36]([O:41][C:42]2[C:50]([CH:51]3[CH2:53][CH2:52]3)=[CH:49][C:45]([C:46]([OH:48])=O)=[C:44]([F:54])[CH:43]=2)[CH2:35]1.CS(N)(=O)=O.[CH:65]1([S:68]([NH2:71])(=[O:70])=[O:69])[CH2:67][CH2:66]1, predict the reaction product. The product is: [Cl:30][C:31]1[CH:58]=[C:57]([F:59])[CH:56]=[CH:55][C:32]=1[CH2:33][N:34]1[C@@H:39]([CH3:40])[CH2:38][CH2:37][C@@H:36]([O:41][C:42]2[C:50]([CH:51]3[CH2:52][CH2:53]3)=[CH:49][C:45]([C:46]([NH:71][S:68]([CH:65]3[CH2:67][CH2:66]3)(=[O:70])=[O:69])=[O:48])=[C:44]([F:54])[CH:43]=2)[CH2:35]1. (7) Given the reactants [O:1]=[C:2]1[N:8]([CH2:9][C:10]#[CH:11])[C:7]2[CH:12]=[CH:13][CH:14]=[CH:15][C:6]=2[O:5][C@H:4]([C:16]2[CH:21]=[CH:20][CH:19]=[CH:18][CH:17]=2)[C@@H:3]1[NH:22]C(=O)OC(C)(C)C.FC(F)(F)C(O)=O, predict the reaction product. The product is: [NH2:22][C@@H:3]1[C:2](=[O:1])[N:8]([CH2:9][C:10]#[CH:11])[C:7]2[CH:12]=[CH:13][CH:14]=[CH:15][C:6]=2[O:5][C@@H:4]1[C:16]1[CH:21]=[CH:20][CH:19]=[CH:18][CH:17]=1. (8) Given the reactants C(OC([NH:8][C@@H:9]([CH2:23][C@H:24]1[CH2:29][CH2:28][C@H:27]([F:30])[CH2:26][CH2:25]1)[CH2:10][N:11]([CH3:22])[C:12](=[O:21])[O:13][CH2:14][C:15]1[CH:20]=[CH:19][CH:18]=[CH:17][CH:16]=1)=O)(C)(C)C, predict the reaction product. The product is: [NH2:8][C@@H:9]([CH2:23][C@H:24]1[CH2:25][CH2:26][C@H:27]([F:30])[CH2:28][CH2:29]1)[CH2:10][N:11]([CH3:22])[C:12](=[O:21])[O:13][CH2:14][C:15]1[CH:16]=[CH:17][CH:18]=[CH:19][CH:20]=1. (9) The product is: [Cl:1][C:2]1[N:3]=[C:4]([N:22]2[CH2:27][CH2:26][O:25][CH2:24][CH2:23]2)[C:5]2[O:11][CH2:10][CH2:9][CH2:8][C:6]=2[N:7]=1. Given the reactants [Cl:1][C:2]1[N:3]=[C:4](Cl)[C:5]2[O:11][CH2:10][CH2:9][CH2:8][C:6]=2[N:7]=1.C(N(C(C)C)CC)(C)C.[NH:22]1[CH2:27][CH2:26][O:25][CH2:24][CH2:23]1.O, predict the reaction product. (10) Given the reactants [C:1]([C:3]1[CH:8]=[CH:7][C:6]([N:9]([CH2:23][C:24]2[CH:29]=[CH:28][CH:27]=[CH:26][C:25]=2[C:30]([F:33])([F:32])[F:31])[C@H:10]2[CH2:14][CH2:13][N:12]([CH2:15][C:16]([O:18]C(C)(C)C)=[O:17])[CH2:11]2)=[CH:5][C:4]=1[C:34]([F:37])([F:36])[F:35])#[N:2].C(O)(C(F)(F)F)=O, predict the reaction product. The product is: [C:1]([C:3]1[CH:8]=[CH:7][C:6]([N:9]([CH2:23][C:24]2[CH:29]=[CH:28][CH:27]=[CH:26][C:25]=2[C:30]([F:31])([F:32])[F:33])[C@H:10]2[CH2:14][CH2:13][N:12]([CH2:15][C:16]([OH:18])=[O:17])[CH2:11]2)=[CH:5][C:4]=1[C:34]([F:37])([F:36])[F:35])#[N:2].